Dataset: Forward reaction prediction with 1.9M reactions from USPTO patents (1976-2016). Task: Predict the product of the given reaction. (1) Given the reactants [NH2:1][C:2]1[CH:3]=[CH:4][C:5]([N:8]([CH2:26][C:27]2[CH:32]=[CH:31][C:30]([C:33]([F:36])([F:35])[F:34])=[CH:29][CH:28]=2)[CH2:9][CH2:10][C:11]2[CH:25]=[CH:24][C:14]([O:15][C:16]([CH3:23])([CH3:22])[C:17]([O:19][CH2:20][CH3:21])=[O:18])=[CH:13][CH:12]=2)=[N:6][CH:7]=1.CCN(CC)CC.[CH3:44][S:45](Cl)(=[O:47])=[O:46], predict the reaction product. The product is: [CH3:23][C:16]([O:15][C:14]1[CH:24]=[CH:25][C:11]([CH2:10][CH2:9][N:8]([C:5]2[CH:4]=[CH:3][C:2]([NH:1][S:45]([CH3:44])(=[O:47])=[O:46])=[CH:7][N:6]=2)[CH2:26][C:27]2[CH:28]=[CH:29][C:30]([C:33]([F:36])([F:34])[F:35])=[CH:31][CH:32]=2)=[CH:12][CH:13]=1)([CH3:22])[C:17]([O:19][CH2:20][CH3:21])=[O:18].[CH3:44][S:45]([N:1]([S:45]([CH3:44])(=[O:47])=[O:46])[C:2]1[CH:3]=[CH:4][C:5]([N:8]([CH2:26][C:27]2[CH:28]=[CH:29][C:30]([C:33]([F:36])([F:34])[F:35])=[CH:31][CH:32]=2)[CH2:9][CH2:10][C:11]2[CH:25]=[CH:24][C:14]([O:15][C:16]([CH3:22])([CH3:23])[C:17]([O:19][CH2:20][CH3:21])=[O:18])=[CH:13][CH:12]=2)=[N:6][CH:7]=1)(=[O:47])=[O:46]. (2) Given the reactants C(Cl)(=O)C(Cl)=O.[C:7]([OH:20])(=[O:19])[CH2:8][CH2:9][CH2:10][CH2:11][CH2:12][CH2:13][CH2:14][CH2:15][CH2:16][CH2:17][CH3:18].[CH:21]1[C:26]([Cl:27])=[CH:25][C:24]([OH:28])=[C:23]([O:29][C:30]2[CH:31]=[CH:32][C:33]([Cl:37])=[CH:34][C:35]=2[Cl:36])[CH:22]=1.CO, predict the reaction product. The product is: [CH:21]1[C:26]([Cl:27])=[CH:25][C:24]([OH:28])=[C:23]([O:29][C:30]2[CH:31]=[CH:32][C:33]([Cl:37])=[CH:34][C:35]=2[Cl:36])[CH:22]=1.[C:7]([O-:20])(=[O:19])[CH2:8][CH2:9][CH2:10][CH2:11][CH2:12][CH2:13][CH2:14][CH2:15][CH2:16][CH2:17][CH3:18]. (3) Given the reactants C[O:2][C:3](=O)[C@@H:4]1[CH2:8][C:7](=[CH2:9])[CH2:6][N:5]1[C:10](=[O:29])[C:11]1[CH:16]=[C:15]([O:17][CH3:18])[C:14]([O:19][CH2:20][CH2:21][CH2:22][CH2:23][CH2:24][Br:25])=[CH:13][C:12]=1[N+:26]([O-:28])=[O:27].CC(C[AlH]CC(C)C)C.Cl, predict the reaction product. The product is: [Br:25][CH2:24][CH2:23][CH2:22][CH2:21][CH2:20][O:19][C:14]1[C:15]([O:17][CH3:18])=[CH:16][C:11]([C:10]([N:5]2[CH2:6][C:7](=[CH2:9])[CH2:8][C@H:4]2[CH:3]=[O:2])=[O:29])=[C:12]([N+:26]([O-:28])=[O:27])[CH:13]=1. (4) Given the reactants Cl[C:2]1[CH:3]=[CH:4][C:5]([N+:9]([O-:11])=[O:10])=[C:6]([CH:8]=1)[NH2:7].C(=O)([O-])[O-].[K+].[K+].[CH3:18][C@H:19]1[CH2:24][NH:23][CH2:22][C@@H:21]([CH3:25])[NH:20]1, predict the reaction product. The product is: [CH3:18][C@H:19]1[NH:20][C@@H:21]([CH3:25])[CH2:22][N:23]([C:2]2[CH:3]=[CH:4][C:5]([N+:9]([O-:11])=[O:10])=[C:6]([CH:8]=2)[NH2:7])[CH2:24]1.